From a dataset of Full USPTO retrosynthesis dataset with 1.9M reactions from patents (1976-2016). Predict the reactants needed to synthesize the given product. Given the product [ClH:28].[C:20]1([C:17]2[CH:16]=[CH:15][CH:14]=[CH:19][CH:18]=2)[CH:25]=[CH:24][C:23]([N:26]2[CH:4]=[CH:5][C:6]([C:8]3[CH:9]=[CH:10][CH:11]=[CH:12][N:13]=3)=[N:27]2)=[CH:22][CH:21]=1, predict the reactants needed to synthesize it. The reactants are: CN(/[CH:4]=[CH:5]/[C:6]([C:8]1[N:13]=[CH:12][CH:11]=[CH:10][CH:9]=1)=O)C.[CH:14]1[CH:19]=[CH:18][C:17]([C:20]2[CH:25]=[CH:24][C:23]([NH:26][NH2:27])=[CH:22][CH:21]=2)=[CH:16][CH:15]=1.[ClH:28].CC(O)=O.